Dataset: Peptide-MHC class II binding affinity with 134,281 pairs from IEDB. Task: Regression. Given a peptide amino acid sequence and an MHC pseudo amino acid sequence, predict their binding affinity value. This is MHC class II binding data. The peptide sequence is FKPFAEYKSDYVYEP. The MHC is DRB3_0101 with pseudo-sequence DRB3_0101. The binding affinity (normalized) is 0.672.